From a dataset of Forward reaction prediction with 1.9M reactions from USPTO patents (1976-2016). Predict the product of the given reaction. (1) Given the reactants C1(C2CC2C(Cl)=O)C=CC=CC=1.[C:13]1([CH:19]2[CH2:21][CH:20]2[C:22]([N:24]=[C:25]=[S:26])=[O:23])[CH:18]=[CH:17][CH:16]=[CH:15][CH:14]=1.[CH3:27][O:28][C:29]1[CH:30]=[C:31]2[C:36](=[CH:37][C:38]=1[O:39][CH3:40])[N:35]=[CH:34][CH:33]=[C:32]2[O:41][C:42]1[CH:48]=[CH:47][C:45]([NH2:46])=[CH:44][CH:43]=1.C1(C)C=CC=CC=1, predict the reaction product. The product is: [C:13]1([CH:19]2[CH2:21][CH:20]2[C:22]([N:24]=[C:25]=[S:26])=[O:23])[CH:18]=[CH:17][CH:16]=[CH:15][CH:14]=1.[CH3:27][O:28][C:29]1[CH:30]=[C:31]2[C:36](=[CH:37][C:38]=1[O:39][CH3:40])[N:35]=[CH:34][CH:33]=[C:32]2[O:41][C:42]1[CH:43]=[CH:44][C:45]([NH:46][C:25]([NH:24][C:22]([CH:20]2[CH2:21][CH:19]2[C:13]2[CH:18]=[CH:17][CH:16]=[CH:15][CH:14]=2)=[O:23])=[S:26])=[CH:47][CH:48]=1. (2) Given the reactants [Cl:1][C:2]1[CH:3]=[C:4]([O:10][C:11]2[C:12]([F:28])=[C:13]([CH2:19][NH:20][C:21](=[O:27])[O:22][C:23]([CH3:26])([CH3:25])[CH3:24])[CH:14]=[CH:15][C:16]=2[CH:17]=C)[CH:5]=[C:6]([C:8]#[N:9])[CH:7]=1.I([O-])(=O)(=O)=[O:30].[Na+].C(OCC)(=O)C, predict the reaction product. The product is: [Cl:1][C:2]1[CH:3]=[C:4]([O:10][C:11]2[C:12]([F:28])=[C:13]([CH2:19][NH:20][C:21](=[O:27])[O:22][C:23]([CH3:24])([CH3:26])[CH3:25])[CH:14]=[CH:15][C:16]=2[CH:17]=[O:30])[CH:5]=[C:6]([C:8]#[N:9])[CH:7]=1. (3) The product is: [NH2:23][C:7]1[N:8]=[C:9]([CH3:10])[C:4]2[CH:3]=[C:2]([Br:1])[C:15](=[O:16])[N:14]([CH:17]3[CH2:21][CH2:20][CH2:19][CH2:18]3)[C:5]=2[N:6]=1. Given the reactants [Br:1][C:2]1[C:15](=[O:16])[N:14]([CH:17]2[CH2:21][CH2:20][CH2:19][CH2:18]2)[C:5]2[N:6]=[C:7](S(C)=O)[N:8]=[C:9]([CH3:10])[C:4]=2[CH:3]=1.[OH-].[NH4+:23], predict the reaction product. (4) Given the reactants [CH3:1][O:2][C:3]1[CH:4]=[C:5]2[O:9][C:8]([C:10]3[N:11]=[C:12]4[N:16]([CH:17]=3)[N:15]=[C:14]([O:18][CH3:19])[S:13]4)=[CH:7][C:6]2=[C:20]([OH:22])[CH:21]=1.[F:23][C:24]1[CH:25]=[C:26]([CH2:38]O)[CH:27]=[C:28]([C:30]2[CH:31]=[N:32][C:33]([O:36][CH3:37])=[N:34][CH:35]=2)[CH:29]=1.C(P(CCCC)CCCC)CCC.N(C(N1CCCCC1)=O)=NC(N1CCCCC1)=O, predict the reaction product. The product is: [F:23][C:24]1[CH:25]=[C:26]([CH:27]=[C:28]([C:30]2[CH:35]=[N:34][C:33]([O:36][CH3:37])=[N:32][CH:31]=2)[CH:29]=1)[CH2:38][O:22][C:20]1[C:6]2[CH:7]=[C:8]([C:10]3[N:11]=[C:12]4[N:16]([CH:17]=3)[N:15]=[C:14]([O:18][CH3:19])[S:13]4)[O:9][C:5]=2[CH:4]=[C:3]([O:2][CH3:1])[CH:21]=1. (5) Given the reactants [Br:1][C:2]1[CH:11]=[CH:10][CH:9]=[C:8]2[C:3]=1[CH2:4][CH2:5][NH:6][CH2:7]2, predict the reaction product. The product is: [Br:1][C:2]1[CH:11]=[CH:10][CH:9]=[C:8]2[C:3]=1[CH2:4][CH:5]=[N:6][CH2:7]2. (6) The product is: [F:1][C:2]1[C:11]2[C:6](=[CH:7][CH:8]=[CH:9][CH:10]=2)[C:5]([C@H:12]([NH:14][CH2:15][CH2:16][CH2:17][C@@H:18]2[CH2:19][C:20]3[C:25](=[CH:24][CH:23]=[CH:22][CH:21]=3)[CH:26]([OH:28])[CH2:27]2)[CH3:13])=[CH:4][CH:3]=1. Given the reactants [F:1][C:2]1[C:11]2[C:6](=[CH:7][CH:8]=[CH:9][CH:10]=2)[C:5]([C@H:12]([NH:14][C:15](=O)[CH2:16][CH2:17][C@H:18]2[CH2:27][C:26](=[O:28])[C:25]3[C:20](=[CH:21][CH:22]=[CH:23][CH:24]=3)[CH2:19]2)[CH3:13])=[CH:4][CH:3]=1.[H-].[H-].[H-].[H-].[Li+].[Al+3], predict the reaction product.